This data is from Peptide-MHC class II binding affinity with 134,281 pairs from IEDB. The task is: Regression. Given a peptide amino acid sequence and an MHC pseudo amino acid sequence, predict their binding affinity value. This is MHC class II binding data. The peptide sequence is KKGGEAMDTISVFLH. The MHC is DRB1_0404 with pseudo-sequence DRB1_0404. The binding affinity (normalized) is 0.